The task is: Predict which catalyst facilitates the given reaction.. This data is from Catalyst prediction with 721,799 reactions and 888 catalyst types from USPTO. (1) Reactant: COC[O:4][C:5]1[CH:10]=[CH:9][C:8]([N:11]2[C:14]([CH3:16])([CH3:15])[C:13](=[O:17])[N:12]2[CH:18]2[CH:25]3[CH2:26][CH:21]4[CH2:22][CH:23]([CH2:27][CH:19]2[CH2:20]4)[CH2:24]3)=[CH:7][CH:6]=1.Cl.[Cl-].[NH4+]. The catalyst class is: 5. Product: [CH3:15][C:14]1([CH3:16])[N:11]([C:8]2[CH:9]=[CH:10][C:5]([OH:4])=[CH:6][CH:7]=2)[N:12]([CH:18]2[CH:19]3[CH2:27][CH:23]4[CH2:22][CH:21]([CH2:26][CH:25]2[CH2:24]4)[CH2:20]3)[C:13]1=[O:17]. (2) Reactant: [C:1]([Cl:6])(=O)[C:2](Cl)=[O:3].[ClH:7].C([N:15]([CH:20]([C:22]#[N:23])[CH3:21])CC(O)=O)C1C=CC=CC=1.[C:24]([O:27][CH2:28][CH3:29])(=[O:26])[CH3:25].Cl[C:31]1[CH:36]=[CH:35]C=[CH:33][C:32]=1Cl. Product: [CH2:28]([O:27][C:24]([CH2:25][N:15]1[C:20]([CH3:21])=[C:22]([Cl:7])[N:23]=[C:1]([Cl:6])[C:2]1=[O:3])=[O:26])[C:29]1[CH:35]=[CH:36][CH:31]=[CH:32][CH:33]=1. The catalyst class is: 81. (3) Reactant: CN(C)C=O.[C:6]([C:10]1[CH:20]=[CH:19][C:13]([O:14][CH2:15][C:16]([OH:18])=O)=[CH:12][CH:11]=1)([CH3:9])([CH3:8])[CH3:7].Cl.[NH2:22][CH2:23][C:24]1[CH:29]=[CH:28][C:27]([NH:30][S:31]([CH3:34])(=[O:33])=[O:32])=[C:26]([F:35])[CH:25]=1.Cl.C(N=C=NCCCN(C)C)C. Product: [C:6]([C:10]1[CH:11]=[CH:12][C:13]([O:14][CH2:15][C:16]([NH:22][CH2:23][C:24]2[CH:29]=[CH:28][C:27]([NH:30][S:31]([CH3:34])(=[O:33])=[O:32])=[C:26]([F:35])[CH:25]=2)=[O:18])=[CH:19][CH:20]=1)([CH3:7])([CH3:8])[CH3:9]. The catalyst class is: 66. (4) Reactant: [CH3:1][O:2][C:3](=[O:18])[C:4]1[CH:9]=[C:8](F)[C:7]([N+:11]([O-:13])=[O:12])=[CH:6][C:5]=1[NH:14][C:15](=[O:17])[CH3:16].C[O-].[Na+].[C:22](O)(=[O:24])C.C(OCC)(=O)C. Product: [CH3:1][O:2][C:3](=[O:18])[C:4]1[CH:9]=[C:8]([O:24][CH3:22])[C:7]([N+:11]([O-:13])=[O:12])=[CH:6][C:5]=1[NH:14][C:15](=[O:17])[CH3:16]. The catalyst class is: 24. (5) Reactant: FC(F)(F)S(O[C:7]1[C:12]2[CH2:13][O:14][C@@H:15]3[C@H:19]([C:11]=2[CH:10]=[CH:9][CH:8]=1)[CH2:18][N:17]([C:20]([O:22][C:23]([CH3:26])([CH3:25])[CH3:24])=[O:21])[CH2:16]3)(=O)=O.[CH3:29][NH:30][CH3:31].C1COCC1.CC(C)([O-])C.[Na+].C1C=CC(P(C2C(C3C(P(C4C=CC=CC=4)C4C=CC=CC=4)=CC=C4C=3C=CC=C4)=C3C(C=CC=C3)=CC=2)C2C=CC=CC=2)=CC=1. Product: [CH3:29][N:30]([CH3:31])[C:7]1[C:12]2[CH2:13][O:14][C@@H:15]3[C@H:19]([C:11]=2[CH:10]=[CH:9][CH:8]=1)[CH2:18][N:17]([C:20]([O:22][C:23]([CH3:26])([CH3:25])[CH3:24])=[O:21])[CH2:16]3. The catalyst class is: 187. (6) Reactant: Br[C:2]1[CH:11]=[N:10][C:9]2[N:8]([CH2:12][C:13]3[CH:18]=[CH:17][C:16]([O:19][CH3:20])=[CH:15][CH:14]=3)[C:7](=[O:21])[N:6]3[N:22]=[CH:23][N:24]=[C:5]3[C:4]=2[CH:3]=1.[B-](F)(F)(F)[CH:26]=[CH2:27].[K+].C(N(CC)CC)C. Product: [CH3:20][O:19][C:16]1[CH:17]=[CH:18][C:13]([CH2:12][N:8]2[C:9]3[N:10]=[CH:11][C:2]([CH:26]=[CH2:27])=[CH:3][C:4]=3[C:5]3=[N:24][CH:23]=[N:22][N:6]3[C:7]2=[O:21])=[CH:14][CH:15]=1. The catalyst class is: 51.